Dataset: Reaction yield outcomes from USPTO patents with 853,638 reactions. Task: Predict the reaction yield, written as a fraction of the theoretical maximum amount of product (1.0 means a 100% yield; for example, 0.34 means a 34% yield). (1) The reactants are C[O:2][C:3]([C:5]1[C:6]([C:11]2[CH:16]=[CH:15][CH:14]=[C:13]([F:17])[CH:12]=2)=[N:7][O:8][C:9]=1[NH2:10])=[O:4].[OH-].[Na+]. The catalyst is CO. The product is [NH2:10][C:9]1[O:8][N:7]=[C:6]([C:11]2[CH:16]=[CH:15][CH:14]=[C:13]([F:17])[CH:12]=2)[C:5]=1[C:3]([OH:4])=[O:2]. The yield is 0.550. (2) The reactants are [CH:1]([OH:3])=O.OO.[C:6]1([C:11]2[CH:16]=[CH:15][C:14]([F:17])=[CH:13][C:12]=2[F:18])C[CH2:9][CH2:8][CH:7]=1. No catalyst specified. The product is [F:18][C:12]1[CH:13]=[C:14]([F:17])[CH:15]=[CH:16][C:11]=1[CH:6]1[CH2:7][CH2:8][CH2:9][C:1]1=[O:3]. The yield is 0.455. (3) The reactants are [CH3:1][S:2](Cl)(=[O:4])=[O:3].CN(C)C=O.O1CCCC1.[NH2:16][C:17]1[CH:37]=[CH:36][C:20]([O:21][CH2:22][CH2:23][O:24][C:25]2[CH:30]=[CH:29][CH:28]=[CH:27][C:26]=2[CH:31]([CH3:35])[C:32]([OH:34])=[O:33])=[CH:19][CH:18]=1. The catalyst is N1C=CC=CC=1. The product is [CH3:1][S:2]([NH:16][C:17]1[CH:18]=[CH:19][C:20]([O:21][CH2:22][CH2:23][O:24][C:25]2[CH:30]=[CH:29][CH:28]=[CH:27][C:26]=2[CH:31]([CH3:35])[C:32]([OH:34])=[O:33])=[CH:36][CH:37]=1)(=[O:4])=[O:3]. The yield is 0.160. (4) The reactants are [Si:1]([O:8]S(C(F)(F)F)(=O)=O)([C:4]([CH3:7])([CH3:6])[CH3:5])([CH3:3])[CH3:2].O[C@@H:17]1[N:23]([C:24]([O:26][CH2:27][CH:28]=[CH2:29])=[O:25])[C:22]2[CH:30]=[C:31]([O:36][Si:37]([CH:44]([CH3:46])[CH3:45])([CH:41]([CH3:43])[CH3:42])[CH:38]([CH3:40])[CH3:39])[C:32]([O:34][CH3:35])=[CH:33][C:21]=2[C:20](=[O:47])[N:19]2[CH:48]=[C:49]([CH3:51])[CH2:50][C@@H:18]12.N1C(C)=CC=CC=1C. The catalyst is ClCCl. The product is [Si:1]([O:8][C@@H:17]1[N:23]([C:24]([O:26][CH2:27][CH:28]=[CH2:29])=[O:25])[C:22]2[CH:30]=[C:31]([O:36][Si:37]([CH:41]([CH3:42])[CH3:43])([CH:44]([CH3:46])[CH3:45])[CH:38]([CH3:39])[CH3:40])[C:32]([O:34][CH3:35])=[CH:33][C:21]=2[C:20](=[O:47])[N:19]2[CH:48]=[C:49]([CH3:51])[CH2:50][C@@H:18]12)([C:4]([CH3:7])([CH3:6])[CH3:5])([CH3:3])[CH3:2]. The yield is 0.850. (5) The reactants are O.[OH-].[Li+].[C:4]([C:6]1[C:7]([S:18][CH3:19])=[N:8][C:9]([OH:17])=[C:10]([CH:16]=1)[C:11]([O:13]CC)=[O:12])#[N:5]. The catalyst is C(O)C.O. The product is [C:4]([C:6]1[C:7]([S:18][CH3:19])=[N:8][C:9]([OH:17])=[C:10]([CH:16]=1)[C:11]([OH:13])=[O:12])#[N:5]. The yield is 0.950. (6) The reactants are [Cl:1][C:2]1[CH:3]=[C:4]([NH:10][S:11]([C:14]2[CH:19]=[CH:18][C:17]([O:20][CH3:21])=[CH:16][CH:15]=2)(=[O:13])=[O:12])[CH:5]=[CH:6][C:7]=1[O:8][CH3:9].Br[CH2:23][CH2:24][CH3:25]. No catalyst specified. The product is [Cl:1][C:2]1[CH:3]=[C:4]([N:10]([CH2:23][CH2:24][CH3:25])[S:11]([C:14]2[CH:19]=[CH:18][C:17]([O:20][CH3:21])=[CH:16][CH:15]=2)(=[O:12])=[O:13])[CH:5]=[CH:6][C:7]=1[O:8][CH3:9]. The yield is 0.850. (7) The reactants are C[O:2][C:3]1[C:4]([CH2:18][CH2:19][CH:20]([CH3:22])[CH3:21])([C:14]([O:16][CH3:17])=[O:15])[C:5]2[C:10]([C:11](=[O:13])[CH:12]=1)=[CH:9][CH:8]=[CH:7][CH:6]=2.I[Si](C)(C)C. The catalyst is C(#N)C. The product is [CH3:21][CH:20]([CH3:22])[CH2:19][CH2:18][C:4]1([C:14]([O:16][CH3:17])=[O:15])[C:5]2[C:10](=[CH:9][CH:8]=[CH:7][CH:6]=2)[C:11](=[O:13])[CH2:12][C:3]1=[O:2]. The yield is 0.650. (8) The reactants are [F:1][C:2]1[C:10]2[N:9]=[CH:8][N:7]([CH:11]3[CH2:16][CH2:15][CH2:14][CH2:13][O:12]3)[C:6]=2[CH:5]=[CH:4][C:3]=1[CH:17]=O.CC([O-])=O.[Na+].Cl.[NH2:25][OH:26]. The catalyst is CO. The product is [F:1][C:2]1[C:10]2[N:9]=[CH:8][N:7]([CH:11]3[CH2:16][CH2:15][CH2:14][CH2:13][O:12]3)[C:6]=2[CH:5]=[CH:4][C:3]=1[CH:17]=[N:25][OH:26]. The yield is 0.710. (9) The yield is 0.900. The product is [CH3:13][O:12][C:9]1[CH:10]=[C:11]2[C:6](=[CH:7][C:8]=1[O:14][CH2:15][CH:16]1[CH2:21][CH2:20][N:19]([CH3:22])[CH2:18][CH2:17]1)[N:5]=[CH:4][N:3]=[C:2]2[O:34][C:30]1[CH:29]=[C:28]2[C:33]([C:24]([CH3:23])=[CH:25][CH:26]=[N:27]2)=[CH:32][CH:31]=1. The reactants are Cl[C:2]1[C:11]2[C:6](=[CH:7][C:8]([O:14][CH2:15][CH:16]3[CH2:21][CH2:20][N:19]([CH3:22])[CH2:18][CH2:17]3)=[C:9]([O:12][CH3:13])[CH:10]=2)[N:5]=[CH:4][N:3]=1.[CH3:23][C:24]1[C:33]2[C:28](=[CH:29][C:30]([OH:34])=[CH:31][CH:32]=2)[N:27]=[CH:26][CH:25]=1. No catalyst specified. (10) The reactants are [CH:1]([C:3]1[CH:13]=[CH:12][C:6]([C:7]([O:9][CH2:10][CH3:11])=[O:8])=[C:5]([CH3:14])[CH:4]=1)=O.[C:15](=O)([O-])[O-].[K+].[K+]. The catalyst is O1CCOCC1.[Br-].C[P+](C1C=CC=CC=1)(C1C=CC=CC=1)C1C=CC=CC=1. The product is [CH3:14][C:5]1[CH:4]=[C:3]([CH:1]=[CH2:15])[CH:13]=[CH:12][C:6]=1[C:7]([O:9][CH2:10][CH3:11])=[O:8]. The yield is 0.720.